From a dataset of Catalyst prediction with 721,799 reactions and 888 catalyst types from USPTO. Predict which catalyst facilitates the given reaction. (1) Reactant: [F:1][C:2]1[CH:3]=[C:4]([N:9]2[C:14](=[O:15])[C:13]([O:16][C:17]3[CH:22]=[CH:21][C:20]([F:23])=[CH:19][CH:18]=3)=[C:12]([C:24]3[CH:29]=[CH:28][C:27]([S:30](C)(=[O:32])=[O:31])=[CH:26][CH:25]=3)[CH:11]=[N:10]2)[CH:5]=[CH:6][C:7]=1[F:8].[NH3:34]. Product: [F:1][C:2]1[CH:3]=[C:4]([N:9]2[C:14](=[O:15])[C:13]([O:16][C:17]3[CH:22]=[CH:21][C:20]([F:23])=[CH:19][CH:18]=3)=[C:12]([C:24]3[CH:29]=[CH:28][C:27]([S:30]([NH2:34])(=[O:32])=[O:31])=[CH:26][CH:25]=3)[CH:11]=[N:10]2)[CH:5]=[CH:6][C:7]=1[F:8]. The catalyst class is: 6. (2) Reactant: [F:1][C:2]1[CH:23]=[CH:22][CH:21]=[CH:20][C:3]=1[CH2:4][S:5][CH:6]1[CH2:11][CH2:10][N:9]([CH2:12][C:13]2[C:14](=[O:19])[NH:15][CH:16]=[CH:17][N:18]=2)[CH2:8][CH2:7]1.ClC1C=CC=C(C(OO)=[O:32])C=1.S([O-])([O-])(=O)=S.[Na+].[Na+]. Product: [F:1][C:2]1[CH:23]=[CH:22][CH:21]=[CH:20][C:3]=1[CH2:4][S:5]([CH:6]1[CH2:7][CH2:8][N:9]([CH2:12][C:13]2[C:14](=[O:19])[NH:15][CH:16]=[CH:17][N:18]=2)[CH2:10][CH2:11]1)=[O:32]. The catalyst class is: 4. (3) Reactant: Cl.[NH2:2][C:3]([CH3:10])([CH2:6][CH:7]([F:9])[F:8])[C:4]#[N:5].C(=O)([O-])[O-].[K+].[K+].Cl[C:18]([O:20][CH2:21][C:22]1[CH:27]=[CH:26][CH:25]=[CH:24][CH:23]=1)=[O:19]. Product: [C:4]([C:3]([NH:2][C:18](=[O:19])[O:20][CH2:21][C:22]1[CH:27]=[CH:26][CH:25]=[CH:24][CH:23]=1)([CH2:6][CH:7]([F:9])[F:8])[CH3:10])#[N:5]. The catalyst class is: 30. (4) Reactant: [F:1][C:2]1[CH:7]=[CH:6][C:5]([C:8]2[O:9][C:10]([C:17]3[CH:21]=[CH:20][S:19][CH:18]=3)=[C:11]([CH2:13][C:14]([OH:16])=O)[N:12]=2)=[CH:4][CH:3]=1.Cl.[CH3:23][O:24][NH2:25].Cl.C(N=C=NCCCN(C)C)C.ON1C2C=CC=CC=2N=N1. Product: [CH3:23][O:24][NH:25][C:14](=[O:16])[CH2:13][C:11]1[N:12]=[C:8]([C:5]2[CH:4]=[CH:3][C:2]([F:1])=[CH:7][CH:6]=2)[O:9][C:10]=1[C:17]1[CH:21]=[CH:20][S:19][CH:18]=1. The catalyst class is: 681. (5) Reactant: [Cl:1][C:2]1[CH:11]=[C:10]2[C:5]([C:6](=[O:15])[N:7]=[C:8]([CH2:12][C:13]#[N:14])[NH:9]2)=[CH:4][CH:3]=1.C(N(CC)CC)C.[Cl:23][C:24]1[CH:32]=[C:31]([Cl:33])[CH:30]=[CH:29][C:25]=1[C:26](Cl)=[O:27]. Product: [CH:3]1[C:2]([Cl:1])=[CH:11][C:10]2[NH:9]/[C:8](/[NH:7][C:6](=[O:15])[C:5]=2[CH:4]=1)=[C:12](/[C:26]([C:25]1[CH:29]=[CH:30][C:31]([Cl:33])=[CH:32][C:24]=1[Cl:23])=[O:27])\[C:13]#[N:14]. The catalyst class is: 12. (6) Reactant: [N:1]([CH2:4][CH2:5][O:6][CH2:7][CH2:8][O:9][CH2:10][CH2:11][O:12][CH2:13][CH2:14][O:15][CH2:16][CH2:17][O:18][CH2:19][CH2:20][NH:21][C:22](=[O:59])[CH2:23][CH2:24][C@@H:25]([C:52]([O:54]C(C)(C)C)=[O:53])[NH:26][C:27](=[O:51])[CH2:28][CH2:29][CH2:30][CH2:31][CH2:32][CH2:33][CH2:34][CH2:35][CH2:36][CH2:37][CH2:38][CH2:39][CH2:40][CH2:41][CH2:42][CH2:43][C:44]([O:46]C(C)(C)C)=[O:45])=[N+:2]=[N-:3].C(O)(C(F)(F)F)=O. Product: [N:1]([CH2:4][CH2:5][O:6][CH2:7][CH2:8][O:9][CH2:10][CH2:11][O:12][CH2:13][CH2:14][O:15][CH2:16][CH2:17][O:18][CH2:19][CH2:20][NH:21][C:22](=[O:59])[CH2:23][CH2:24][C@@H:25]([C:52]([OH:54])=[O:53])[NH:26][C:27](=[O:51])[CH2:28][CH2:29][CH2:30][CH2:31][CH2:32][CH2:33][CH2:34][CH2:35][CH2:36][CH2:37][CH2:38][CH2:39][CH2:40][CH2:41][CH2:42][CH2:43][C:44]([OH:46])=[O:45])=[N+:2]=[N-:3]. The catalyst class is: 2. (7) Reactant: [Br:1][C:2]1[CH:7]=[CH:6][C:5]([OH:8])=[CH:4][CH:3]=1.O[CH:10]1[CH2:15][CH2:14][N:13]([C:16]([O:18][C:19]([CH3:22])([CH3:21])[CH3:20])=[O:17])[CH2:12][CH2:11]1.C1(P(C2C=CC=CC=2)C2C=CC=CC=2)C=CC=CC=1.N(C(OC(C)(C)C)=O)=NC(OC(C)(C)C)=O. Product: [Br:1][C:2]1[CH:7]=[CH:6][C:5]([O:8][CH:10]2[CH2:15][CH2:14][N:13]([C:16]([O:18][C:19]([CH3:22])([CH3:21])[CH3:20])=[O:17])[CH2:12][CH2:11]2)=[CH:4][CH:3]=1. The catalyst class is: 4.